Dataset: NCI-60 drug combinations with 297,098 pairs across 59 cell lines. Task: Regression. Given two drug SMILES strings and cell line genomic features, predict the synergy score measuring deviation from expected non-interaction effect. (1) Drug 1: CCC1=C2CN3C(=CC4=C(C3=O)COC(=O)C4(CC)O)C2=NC5=C1C=C(C=C5)O. Drug 2: CCN(CC)CCNC(=O)C1=C(NC(=C1C)C=C2C3=C(C=CC(=C3)F)NC2=O)C. Cell line: NCI-H522. Synergy scores: CSS=33.3, Synergy_ZIP=-9.48, Synergy_Bliss=-4.80, Synergy_Loewe=-46.1, Synergy_HSA=-4.09. (2) Drug 1: C1=CC(=CC=C1C#N)C(C2=CC=C(C=C2)C#N)N3C=NC=N3. Drug 2: CC12CCC3C(C1CCC2O)C(CC4=C3C=CC(=C4)O)CCCCCCCCCS(=O)CCCC(C(F)(F)F)(F)F. Cell line: CAKI-1. Synergy scores: CSS=-4.38, Synergy_ZIP=-1.35, Synergy_Bliss=-6.43, Synergy_Loewe=-7.11, Synergy_HSA=-7.84. (3) Drug 1: C1=CC(=C2C(=C1NCCNCCO)C(=O)C3=C(C=CC(=C3C2=O)O)O)NCCNCCO. Drug 2: C1=CC(=CC=C1CCCC(=O)O)N(CCCl)CCCl. Cell line: U251. Synergy scores: CSS=51.3, Synergy_ZIP=-2.40, Synergy_Bliss=-3.68, Synergy_Loewe=0.0301, Synergy_HSA=2.43.